From a dataset of NCI-60 drug combinations with 297,098 pairs across 59 cell lines. Regression. Given two drug SMILES strings and cell line genomic features, predict the synergy score measuring deviation from expected non-interaction effect. (1) Drug 1: CCCCCOC(=O)NC1=NC(=O)N(C=C1F)C2C(C(C(O2)C)O)O. Drug 2: CC12CCC3C(C1CCC2O)C(CC4=C3C=CC(=C4)O)CCCCCCCCCS(=O)CCCC(C(F)(F)F)(F)F. Cell line: A549. Synergy scores: CSS=-7.85, Synergy_ZIP=2.71, Synergy_Bliss=-0.919, Synergy_Loewe=-8.57, Synergy_HSA=-7.64. (2) Drug 1: CC12CCC3C(C1CCC2NC(=O)OCC(F)(F)F)CCC4C3(C=CC(=O)N4C)C. Drug 2: CN(CC1=CN=C2C(=N1)C(=NC(=N2)N)N)C3=CC=C(C=C3)C(=O)NC(CCC(=O)O)C(=O)O. Cell line: SW-620. Synergy scores: CSS=48.7, Synergy_ZIP=-1.02, Synergy_Bliss=-5.24, Synergy_Loewe=-28.4, Synergy_HSA=-5.15. (3) Drug 1: CC1C(C(CC(O1)OC2CC(CC3=C2C(=C4C(=C3O)C(=O)C5=C(C4=O)C(=CC=C5)OC)O)(C(=O)C)O)N)O.Cl. Drug 2: C1C(C(OC1N2C=NC3=C2NC=NCC3O)CO)O. Cell line: LOX IMVI. Synergy scores: CSS=8.41, Synergy_ZIP=-11.1, Synergy_Bliss=-17.9, Synergy_Loewe=-14.8, Synergy_HSA=-14.4.